From a dataset of Reaction yield outcomes from USPTO patents with 853,638 reactions. Predict the reaction yield, written as a fraction of the theoretical maximum amount of product (1.0 means a 100% yield; for example, 0.34 means a 34% yield). (1) The reactants are [Cl:1][C:2]1[CH:7]=[CH:6][CH:5]=[C:4]([CH2:8][C:9]2[CH:14]=[CH:13][C:12]([N+:15]([O-])=O)=[CH:11][CH:10]=2)[C:3]=1[Cl:18]. The catalyst is C(O)(=O)C.[Zn]. The product is [Cl:18][C:3]1[C:2]([Cl:1])=[CH:7][CH:6]=[CH:5][C:4]=1[CH2:8][C:9]1[CH:10]=[CH:11][C:12]([NH2:15])=[CH:13][CH:14]=1. The yield is 0.810. (2) The reactants are [C:1]([NH:4][C:5]1[CH:10]=[CH:9][C:8]([SH:11])=[CH:7][CH:6]=1)(=[O:3])[CH3:2].[Li]CCCC.Br[CH2:18][CH2:19][C:20]1[O:21][C:22]([CH3:25])=[CH:23][CH:24]=1. The catalyst is C1COCC1. The product is [CH3:25][C:22]1[O:21][C:20]([CH2:19][CH2:18][S:11][C:8]2[CH:9]=[CH:10][C:5]([NH:4][C:1](=[O:3])[CH3:2])=[CH:6][CH:7]=2)=[CH:24][CH:23]=1. The yield is 0.880. (3) The reactants are [C:1]([Br:5])(Br)(Br)[Br:2].C1(P(C2C=CC=CC=2)C2C=CC=CC=2)C=CC=CC=1.[CH:25]1([O:31][CH2:32][CH2:33][CH:34]=O)[CH2:30][CH2:29][CH2:28][CH2:27][CH2:26]1. The catalyst is ClCCl. The product is [CH:25]1([O:31][CH2:32][CH2:33][CH:34]=[C:1]([Br:5])[Br:2])[CH2:30][CH2:29][CH2:28][CH2:27][CH2:26]1. The yield is 0.550. (4) The reactants are P12(SP3(SP(SP(S3)(S1)=S)(=S)S2)=S)=[S:2].[CH:15]([NH2:17])=O.Br[CH2:19][C:20]([C:22]1[CH:27]=[C:26]([O:28][CH3:29])[C:25]([Br:30])=[C:24]([O:31][CH3:32])[CH:23]=1)=O.C([O-])([O-])=O.[Na+].[Na+]. The catalyst is O.O1CCOCC1. The product is [Br:30][C:25]1[C:26]([O:28][CH3:29])=[CH:27][C:22]([C:20]2[N:17]=[CH:15][S:2][CH:19]=2)=[CH:23][C:24]=1[O:31][CH3:32]. The yield is 0.730. (5) The catalyst is C(Cl)Cl. The reactants are [C:1]1([C:7]2([OH:17])[C@H:16]3[C@H:11]([CH2:12][CH2:13][CH2:14][CH2:15]3)[NH:10][CH2:9][CH2:8]2)[CH:6]=[CH:5][CH:4]=[CH:3][CH:2]=1.[CH3:18][N:19]1[CH:23]=[C:22]([S:24](Cl)(=[O:26])=[O:25])[N:21]=[CH:20]1. The yield is 0.620. The product is [CH3:18][N:19]1[CH:23]=[C:22]([S:24]([N:10]2[C@@H:11]3[C@@H:16]([CH2:15][CH2:14][CH2:13][CH2:12]3)[C:7]([C:1]3[CH:2]=[CH:3][CH:4]=[CH:5][CH:6]=3)([OH:17])[CH2:8][CH2:9]2)(=[O:26])=[O:25])[N:21]=[CH:20]1. (6) The reactants are C(C1C=CC(Br)=CC=1O)C=C.ClC1C=C(C=CC=1)C(OO)=O.C(=O)([O-])[O-].[K+].[K+].[Br:29][C:30]1[C:35]2[CH2:36][CH:37]([CH2:39][OH:40])[O:38][C:34]=2[CH:33]=[CH:32][CH:31]=1.[C:41]1([CH3:51])[CH:46]=[CH:45][C:44]([S:47](Cl)(=[O:49])=[O:48])=[CH:43][CH:42]=1. No catalyst specified. The product is [CH3:51][C:41]1[CH:46]=[CH:45][C:44]([S:47]([O:40][CH2:39][CH:37]2[CH2:36][C:35]3[C:30]([Br:29])=[CH:31][CH:32]=[CH:33][C:34]=3[O:38]2)(=[O:49])=[O:48])=[CH:43][CH:42]=1. The yield is 0.780. (7) The reactants are [C:1]([C:3]1[C:4]([CH3:14])=[N:5][S:6][C:7]=1[NH:8][C:9](=[O:13])[CH2:10][CH2:11][CH3:12])#[N:2].[OH:15]O. The catalyst is [NH4+].[OH-]. The product is [C:9]([NH:8][C:7]1[S:6][N:5]=[C:4]([CH3:14])[C:3]=1[C:1]([NH2:2])=[O:15])(=[O:13])[CH2:10][CH2:11][CH3:12]. The yield is 0.720.